This data is from Catalyst prediction with 721,799 reactions and 888 catalyst types from USPTO. The task is: Predict which catalyst facilitates the given reaction. (1) Reactant: [C:1]([CH2:8][N:9]1[CH2:20][CH2:19][N:18]2[CH2:21][CH2:22][CH2:23][N:12]([CH2:13][CH2:14][N:15]([CH2:24][C:25]([O:27]C(C)(C)C)=[O:26])[CH2:16][CH2:17]2)[CH2:11][CH2:10]1)([O:3]C(C)(C)C)=[O:2]. Product: [C:25]([CH2:24][N:15]1[CH2:14][CH2:13][N:12]2[CH2:23][CH2:22][CH2:21][N:18]([CH2:19][CH2:20][N:9]([CH2:8][C:1]([OH:3])=[O:2])[CH2:10][CH2:11]2)[CH2:17][CH2:16]1)([OH:27])=[O:26]. The catalyst class is: 33. (2) Reactant: [CH3:1][O:2][C:3]1[CH:8]=[CH:7][C:6]([OH:9])=[CH:5][C:4]=1[N+:10]([O-:12])=[O:11].C(=O)([O-])[O-].[K+].[K+].Br[CH2:20][CH2:21][Cl:22]. Product: [Cl:22][CH2:21][CH2:20][O:9][C:6]1[CH:7]=[CH:8][C:3]([O:2][CH3:1])=[C:4]([N+:10]([O-:12])=[O:11])[CH:5]=1. The catalyst class is: 10. (3) Reactant: [CH3:1][O:2][C:3](=[O:52])[NH:4][C@@H:5]([C@H:48]([O:50][CH3:51])[CH3:49])[C:6]([N:8]1[C@@H:12]([CH3:13])[CH2:11][CH2:10][C@H:9]1[C:14]1[NH:18][C:17]2[C:19]3[C:24]([CH:25]=[CH:26][C:16]=2[N:15]=1)=[CH:23][C:22]1[C:27]2[C:32]([CH2:33][O:34][C:21]=1[CH:20]=3)=[CH:31][C:30]([C:35]1[NH:39][C:38]([C@@H:40]3[CH2:44][C@H:43]([CH2:45][O:46][CH3:47])[CH2:42][NH:41]3)=[N:37][CH:36]=1)=[CH:29][CH:28]=2)=[O:7].[CH3:53][O:54][C:55]([NH:57][C@@H:58]([CH:62]([CH3:64])[CH3:63])[C:59](O)=[O:60])=[O:56].CN(C(ON1N=NC2C=CC=NC1=2)=[N+](C)C)C.F[P-](F)(F)(F)(F)F.CCN(C(C)C)C(C)C. Product: [CH3:53][O:54][C:55](=[O:56])[NH:57][C@@H:58]([CH:62]([CH3:63])[CH3:64])[C:59]([N:41]1[CH2:42][C@@H:43]([CH2:45][O:46][CH3:47])[CH2:44][C@H:40]1[C:38]1[NH:39][C:35]([C:30]2[CH:31]=[C:32]3[CH2:33][O:34][C:21]4[CH:20]=[C:19]5[C:24]([CH:25]=[CH:26][C:16]6[N:15]=[C:14]([C@@H:9]7[CH2:10][CH2:11][C@H:12]([CH3:13])[N:8]7[C:6](=[O:7])[C@@H:5]([NH:4][C:3]([O:2][CH3:1])=[O:52])[C@H:48]([O:50][CH3:51])[CH3:49])[NH:18][C:17]=65)=[CH:23][C:22]=4[C:27]3=[CH:28][CH:29]=2)=[CH:36][N:37]=1)=[O:60]. The catalyst class is: 3.